This data is from Reaction yield outcomes from USPTO patents with 853,638 reactions. The task is: Predict the reaction yield, written as a fraction of the theoretical maximum amount of product (1.0 means a 100% yield; for example, 0.34 means a 34% yield). (1) The product is [CH2:6]([C:8]1[NH:9][C:10]2[C:15]([C:16]=1[CH:21]=[O:22])=[CH:14][C:13]([O:17][CH3:18])=[CH:12][CH:11]=2)[CH3:7]. The reactants are P(Cl)(Cl)(Cl)=O.[CH2:6]([C:8]1[NH:9][C:10]2[C:15]([CH:16]=1)=[CH:14][C:13]([O:17][CH3:18])=[CH:12][CH:11]=2)[CH3:7].CN(C)[CH:21]=[O:22]. The yield is 0.620. No catalyst specified. (2) The reactants are Cl.O.[NH:3]1[CH2:8][CH2:7][C:6](=[O:9])[CH2:5][CH2:4]1.[C:10](O[C:10]([O:12][C:13]([CH3:16])([CH3:15])[CH3:14])=[O:11])([O:12][C:13]([CH3:16])([CH3:15])[CH3:14])=[O:11]. The catalyst is ClCCl. The product is [C:13]([O:12][C:10]([N:3]1[CH2:8][CH2:7][C:6](=[O:9])[CH2:5][CH2:4]1)=[O:11])([CH3:16])([CH3:15])[CH3:14]. The yield is 1.00. (3) The reactants are [CH:1]([C:3]1[CH:11]=[CH:10][C:6]([C:7]([OH:9])=[O:8])=[CH:5][CH:4]=1)=O.[F:12][C:13]1[CH:19]=[CH:18][CH:17]=[CH:16][C:14]=1[NH2:15].[B][B][B][B][B][B][B][B][B][B]. The catalyst is CO. The product is [F:12][C:13]1[CH:19]=[CH:18][CH:17]=[CH:16][C:14]=1[NH:15][CH2:1][C:3]1[CH:11]=[CH:10][C:6]([C:7]([OH:9])=[O:8])=[CH:5][CH:4]=1. The yield is 0.990. (4) The product is [OH:19][C:18]1[C:13]2[O:12][CH2:11][C@H:10]([C:7]3[CH:6]=[CH:5][C:4]([CH:1]([CH3:2])[CH3:3])=[CH:9][CH:8]=3)[C:14]=2[C:15]([CH3:30])=[C:16]([NH:22][C:23](=[O:29])[CH2:24][C:25]([CH3:28])([CH3:27])[CH3:26])[C:17]=1[CH3:21]. The yield is 0.780. The catalyst is ClCCl. The reactants are [CH:1]([C:4]1[CH:9]=[CH:8][C:7]([C@@H:10]2[C:14]3[C:15]([CH3:30])=[C:16]([NH:22][C:23](=[O:29])[CH2:24][C:25]([CH3:28])([CH3:27])[CH3:26])[C:17]([CH3:21])=[C:18]([O:19]C)[C:13]=3[O:12][CH2:11]2)=[CH:6][CH:5]=1)([CH3:3])[CH3:2].B(Br)(Br)Br.C(=O)([O-])O.[Na+]. (5) The yield is 0.517. The reactants are Cl[C:2]1[N:3]=[C:4]([NH:11][C:12]2[CH:17]=[CH:16][C:15]([O:18][CH3:19])=[C:14]([O:20][CH3:21])[N:13]=2)[C:5]2[N:10]=[CH:9][S:8][C:6]=2[N:7]=1.[NH:22]1[CH2:26][CH2:25][CH:24]([NH:27][C:28](=[O:34])[O:29][C:30]([CH3:33])([CH3:32])[CH3:31])[CH2:23]1.CC(C1C=C(C(C)C)C(C2C=CC=CC=2P(C2CCCCC2)C2CCCCC2)=C(C(C)C)C=1)C.C([O-])([O-])=O.[Cs+].[Cs+]. The product is [CH3:19][O:18][C:15]1[CH:16]=[CH:17][C:12]([NH:11][C:4]2[C:5]3[N:10]=[CH:9][S:8][C:6]=3[N:7]=[C:2]([N:22]3[CH2:26][CH2:25][CH:24]([NH:27][C:28](=[O:34])[O:29][C:30]([CH3:32])([CH3:31])[CH3:33])[CH2:23]3)[N:3]=2)=[N:13][C:14]=1[O:20][CH3:21]. The catalyst is O1CCOCC1.C1C=CC(/C=C/C(/C=C/C2C=CC=CC=2)=O)=CC=1.C1C=CC(/C=C/C(/C=C/C2C=CC=CC=2)=O)=CC=1.C1C=CC(/C=C/C(/C=C/C2C=CC=CC=2)=O)=CC=1.[Pd].[Pd]. (6) The reactants are [C:1]([O:5][C:6](=[O:21])[C@@H:7]([NH:13][C:14]([O:16][C:17]([CH3:20])([CH3:19])[CH3:18])=[O:15])[CH2:8][CH2:9][C:10]([OH:12])=O)([CH3:4])([CH3:3])[CH3:2].CCN=C=NCCCN(C)C.C1C=CC2N(O)N=NC=2C=1.Cl.[CH3:44][O:45][NH:46][CH3:47].CCN(CC)CC. The catalyst is C(Cl)Cl. The product is [CH3:47][N:46]([O:45][CH3:44])[C:10](=[O:12])[CH2:9][CH2:8][C@H:7]([NH:13][C:14]([O:16][C:17]([CH3:20])([CH3:19])[CH3:18])=[O:15])[C:6]([O:5][C:1]([CH3:2])([CH3:3])[CH3:4])=[O:21]. The yield is 0.960. (7) The reactants are [Br:1][C:2]1[CH:10]=[C:6]([C:7]([OH:9])=[O:8])[C:5](O)=[C:4]([CH3:12])[CH:3]=1.[C:13](=O)([O-])[O-].[K+].[K+].S([O:24][CH3:25])(OC)(=O)=O. The catalyst is CC(C)=O. The product is [Br:1][C:2]1[CH:3]=[C:4]([CH3:12])[C:5]([O:24][CH3:25])=[C:6]([CH:10]=1)[C:7]([O:9][CH3:13])=[O:8]. The yield is 1.00. (8) The reactants are [Cl:1][C:2]1[CH:10]=[CH:9][C:5]([C:6](O)=[O:7])=[C:4]([CH3:11])[CH:3]=1.ClCCl.C(Cl)(=O)C(Cl)=O.C[N:22](C=O)C. No catalyst specified. The product is [CH3:11][C:4]1[CH:3]=[C:2]([Cl:1])[CH:10]=[CH:9][C:5]=1[C:6]([NH2:22])=[O:7]. The yield is 0.890. (9) The reactants are F[C:2](F)(F)[C:3]([O:5][C:6]1[C:11]([F:12])=[C:10]([F:13])[CH:9]=[C:8]([F:14])[C:7]=1[F:15])=[O:4].[C:18]([O:22][C:23]([N:25]1[C:36]2[C:28](=[C:29]3[C:33](=[CH:34][CH:35]=2)[NH:32]C(C(O)=O)=[CH:30]3)[CH2:27][CH2:26]1)=[O:24])([CH3:21])([CH3:20])[CH3:19].C(N(CC)CC)C. The catalyst is C(Cl)Cl. The product is [C:18]([O:22][C:23]([N:25]1[C:36]2[C:28](=[C:29]3[C:33](=[CH:34][CH:35]=2)[NH:32][C:2]([C:3]([O:5][C:6]2[C:11]([F:12])=[C:10]([F:13])[CH:9]=[C:8]([F:14])[C:7]=2[F:15])=[O:4])=[CH:30]3)[CH2:27][CH2:26]1)=[O:24])([CH3:21])([CH3:19])[CH3:20]. The yield is 0.750.